This data is from CYP3A4 inhibition data for predicting drug metabolism from PubChem BioAssay. The task is: Regression/Classification. Given a drug SMILES string, predict its absorption, distribution, metabolism, or excretion properties. Task type varies by dataset: regression for continuous measurements (e.g., permeability, clearance, half-life) or binary classification for categorical outcomes (e.g., BBB penetration, CYP inhibition). Dataset: cyp3a4_veith. (1) The molecule is O=C(COc1ccccc1Cl)NC(=S)Nc1cccc(NC(=O)c2ccccc2Cl)c1. The result is 0 (non-inhibitor). (2) The drug is COc1ccc(CNC(=O)Nc2cccs2)cc1OC. The result is 1 (inhibitor). (3) The compound is CN(Cc1ccco1)c1cc(-c2cccnc2)ncn1. The result is 1 (inhibitor). (4) The result is 0 (non-inhibitor). The compound is CCOc1ccc(NC(=S)NC(=O)/C=C/c2ccc(OC)c(OC)c2)c([N+](=O)[O-])c1. (5) The drug is CS(=O)(=O)N1CCC2(CCN(c3cccc(-c4ccccc4)c3)CC2)CC1. The result is 0 (non-inhibitor). (6) The drug is O=C(c1cnccn1)N1CCC2(CCN(Cc3nccs3)CC2)CC1. The result is 0 (non-inhibitor).